Dataset: NCI-60 drug combinations with 297,098 pairs across 59 cell lines. Task: Regression. Given two drug SMILES strings and cell line genomic features, predict the synergy score measuring deviation from expected non-interaction effect. Drug 1: COC1=C(C=C2C(=C1)N=CN=C2NC3=CC(=C(C=C3)F)Cl)OCCCN4CCOCC4. Drug 2: C1=CC(=CC=C1C#N)C(C2=CC=C(C=C2)C#N)N3C=NC=N3. Cell line: ACHN. Synergy scores: CSS=45.0, Synergy_ZIP=-0.0841, Synergy_Bliss=-0.752, Synergy_Loewe=-6.67, Synergy_HSA=1.29.